Task: Predict the product of the given reaction.. Dataset: Forward reaction prediction with 1.9M reactions from USPTO patents (1976-2016) (1) Given the reactants [C:1]([C@@H:3]1[CH2:7][CH2:6][CH2:5][N:4]1[C:8]([C@@H:10]1[C@H:15]2[CH2:16][C@H:12]([C@H:13](OS(C)(=O)=O)[CH2:14]2)[N:11]1[C:22]([O:24][C:25]([CH3:28])([CH3:27])[CH3:26])=[O:23])=[O:9])#[N:2].[NH:29]1[CH2:33][CH2:32][CH2:31][CH2:30]1, predict the reaction product. The product is: [C:1]([C@@H:3]1[CH2:7][CH2:6][CH2:5][N:4]1[C:8]([C@@H:10]1[C@H:15]2[CH2:16][C@H:12]([C@H:13]([N:29]3[CH2:33][CH2:32][CH2:31][CH2:30]3)[CH2:14]2)[N:11]1[C:22]([O:24][C:25]([CH3:27])([CH3:26])[CH3:28])=[O:23])=[O:9])#[N:2]. (2) Given the reactants [Cl:1][C:2]1[CH:7]=[CH:6][CH:5]=[CH:4][C:3]=1[N:8]1[C:12]([OH:13])=[CH:11][C:10]([CH2:14][C:15]([O:17][CH3:18])=[O:16])=[N:9]1.C(O)(=O)C.[CH2:23]([O:25][C:26](OCC)(OCC)[CH3:27])[CH3:24], predict the reaction product. The product is: [Cl:1][C:2]1[CH:7]=[CH:6][CH:5]=[CH:4][C:3]=1[N:8]1[C:12](=[O:13])/[C:11](=[C:23](/[O:25][CH2:26][CH3:27])\[CH3:24])/[C:10]([CH2:14][C:15]([O:17][CH3:18])=[O:16])=[N:9]1. (3) Given the reactants Br[C:2]1[CH:3]=[C:4]([C@@H:9]2[C@:24]3([C:32]4[C:27](=[CH:28][C:29]([Cl:33])=[CH:30][CH:31]=4)[NH:26][C:25]3=[O:34])[C:16]3([CH2:21][CH2:20][C:19]([CH3:23])([CH3:22])[CH2:18][CH2:17]3)[N:15]3[C@H:10]2[C:11](=[O:47])[O:12][C@@H:13]([C:41]2[CH:46]=[CH:45][CH:44]=[CH:43][CH:42]=2)[C@H:14]3[C:35]2[CH:40]=[CH:39][CH:38]=[CH:37][CH:36]=2)[CH:5]=[C:6]([Cl:8])[CH:7]=1.[CH2:48](N(CC)CC)C.[C:55](=[O:58])(O)[O-:56].[Na+], predict the reaction product. The product is: [Cl:8][C:6]1[CH:7]=[C:2]([CH:3]=[C:4]([C@@H:9]2[C:24]3([C:32]4[C:27](=[CH:28][C:29]([Cl:33])=[CH:30][CH:31]=4)[NH:26][C:25]3=[O:34])[C:16]3([CH2:21][CH2:20][C:19]([CH3:22])([CH3:23])[CH2:18][CH2:17]3)[N:15]3[C@H:10]2[C:11](=[O:47])[O:12][C@@H:13]([C:41]2[CH:42]=[CH:43][CH:44]=[CH:45][CH:46]=2)[C@H:14]3[C:35]2[CH:36]=[CH:37][CH:38]=[CH:39][CH:40]=2)[CH:5]=1)[C:55]([O:56][CH3:48])=[O:58]. (4) Given the reactants [F:1][C:2]1[CH:7]=[CH:6][CH:5]=[C:4]([F:8])[C:3]=1[CH2:9][N:10]1[CH:14]=[CH:13][C:12]([NH2:15])=[N:11]1.[C:16](Cl)(Cl)=[S:17], predict the reaction product. The product is: [F:8][C:4]1[CH:5]=[CH:6][CH:7]=[C:2]([F:1])[C:3]=1[CH2:9][N:10]1[CH:14]=[CH:13][C:12]([N:15]=[C:16]=[S:17])=[N:11]1. (5) Given the reactants [CH3:1][N:2]([CH3:24])[CH2:3][CH2:4][O:5][C:6]1[CH:11]=[CH:10][C:9]([N:12]2[C:17](=[O:18])[C:16]3[S:19][C:20]([CH2:22][OH:23])=[CH:21][C:15]=3[N:14]=[CH:13]2)=[CH:8][CH:7]=1.Br[CH2:26][CH:27]1[CH2:30][CH2:29][CH2:28]1, predict the reaction product. The product is: [CH:27]1([CH2:26][O:23][CH2:22][C:20]2[S:19][C:16]3[C:17](=[O:18])[N:12]([C:9]4[CH:10]=[CH:11][C:6]([O:5][CH2:4][CH2:3][N:2]([CH3:24])[CH3:1])=[CH:7][CH:8]=4)[CH:13]=[N:14][C:15]=3[CH:21]=2)[CH2:30][CH2:29][CH2:28]1. (6) The product is: [Cl:8][C:9]1[CH:10]=[CH:11][C:12]([O:13][C:14]2[CH:19]=[CH:18][C:17]([C:20]3([CH:22]4[CH2:23][CH2:24]4)[CH2:4][O:21]3)=[C:16]([C:25]([F:26])([F:27])[F:28])[CH:15]=2)=[CH:29][CH:30]=1. Given the reactants [H-].[Na+].[I-].[CH3:4][S+](C)C.[Cl:8][C:9]1[CH:30]=[CH:29][C:12]([O:13][C:14]2[CH:19]=[CH:18][C:17]([C:20]([CH:22]3[CH2:24][CH2:23]3)=[O:21])=[C:16]([C:25]([F:28])([F:27])[F:26])[CH:15]=2)=[CH:11][CH:10]=1, predict the reaction product. (7) Given the reactants [F:1][C:2]1[CH:3]=[CH:4][C:5]([OH:8])=[N:6][CH:7]=1.[N+:9]([O-])([OH:11])=[O:10].C(=O)([O-])[O-].[Na+].[Na+], predict the reaction product. The product is: [F:1][C:2]1[CH:3]=[C:4]([N+:9]([O-:11])=[O:10])[C:5]([OH:8])=[N:6][CH:7]=1.